This data is from Reaction yield outcomes from USPTO patents with 853,638 reactions. The task is: Predict the reaction yield, written as a fraction of the theoretical maximum amount of product (1.0 means a 100% yield; for example, 0.34 means a 34% yield). (1) The reactants are [C:1]([O:5][C:6]([NH:8][CH:9]1[CH2:14][CH2:13][NH:12][CH2:11][CH2:10]1)=[O:7])([CH3:4])([CH3:3])[CH3:2].ClC1CC([C:22]([F:25])([F:24])[F:23])CCN1.CC[N:28]([CH:32]([CH3:34])C)[CH:29]([CH3:31])C.O1CCOC[CH2:36]1. The catalyst is C(Cl)Cl.Cl. The product is [F:23][C:22]([F:25])([F:24])[C:34]1[C:32]([N:12]2[CH2:11][CH2:10][CH:9]([NH:8][C:6](=[O:7])[O:5][C:1]([CH3:4])([CH3:2])[CH3:3])[CH2:14][CH2:13]2)=[N:28][CH:29]=[CH:31][CH:36]=1. The yield is 0.800. (2) The reactants are [Cl:1][C:2]1[CH:7]=[CH:6][C:5]([S:8]([O-:10])=[O:9])=[CH:4][CH:3]=1.[Na+].Br[C:13]1[CH:21]=[CH:20][C:19]2[N:18]([CH3:22])[C:17]3[CH2:23][CH:24]4[NH:28][CH:27]([C:16]=3[C:15]=2[C:14]=1[C:29]([O:31][C:32]([CH3:35])([CH3:34])[CH3:33])=[O:30])[CH2:26][CH2:25]4. No catalyst specified. The product is [Cl:1][C:2]1[CH:7]=[CH:6][C:5]([S:8]([C:13]2[CH:21]=[CH:20][C:19]3[N:18]([CH3:22])[C:17]4[CH2:23][CH:24]5[NH:28][CH:27]([C:16]=4[C:15]=3[C:14]=2[C:29]([O:31][C:32]([CH3:35])([CH3:34])[CH3:33])=[O:30])[CH2:26][CH2:25]5)(=[O:10])=[O:9])=[CH:4][CH:3]=1. The yield is 0.400.